From a dataset of TCR-epitope binding with 47,182 pairs between 192 epitopes and 23,139 TCRs. Binary Classification. Given a T-cell receptor sequence (or CDR3 region) and an epitope sequence, predict whether binding occurs between them. (1) The epitope is FPRPWLHGL. Result: 1 (the TCR binds to the epitope). The TCR CDR3 sequence is CASSFYPTDEQFF. (2) The epitope is ELAGIGILTV. The TCR CDR3 sequence is CSVTGDNYGYTF. Result: 1 (the TCR binds to the epitope). (3) The epitope is FLRGRAYGL. The TCR CDR3 sequence is CASSYSPGEVYGYTF. Result: 0 (the TCR does not bind to the epitope). (4) The epitope is EILDITPCSF. The TCR CDR3 sequence is CASSLITGGFAFF. Result: 0 (the TCR does not bind to the epitope). (5) Result: 0 (the TCR does not bind to the epitope). The epitope is DPFRLLQNSQVFS. The TCR CDR3 sequence is CASSPNREKTQYF. (6) The epitope is IIKDYGKQM. The TCR CDR3 sequence is CASSLGQGSYEQYF. Result: 0 (the TCR does not bind to the epitope). (7) The epitope is TEILPVSMTK. The TCR CDR3 sequence is CASSLTQNTEAFF. Result: 0 (the TCR does not bind to the epitope).